From a dataset of hERG Central: cardiac toxicity at 1µM, 10µM, and general inhibition. Predict hERG channel inhibition at various concentrations. (1) The molecule is CCN(CC(=O)NCc1ccc(Cl)cc1)C(=O)CCC(=O)c1ccc(C)cc1. Results: hERG_inhib (hERG inhibition (general)): blocker. (2) The drug is Cc1ccccc1C(=O)Nc1ccnn1C1CCN(Cc2cnn(C(C)C)c2)CC1. Results: hERG_inhib (hERG inhibition (general)): blocker. (3) The molecule is COc1cc(C(C)=O)ccc1OCC(O)CN1CCN(c2c(C)cccc2C)CC1. Results: hERG_inhib (hERG inhibition (general)): blocker. (4) The compound is Cc1ccc(NC(=O)CN2CCC(C(=O)c3ccc(F)cc3)CC2)cc1. Results: hERG_inhib (hERG inhibition (general)): blocker.